Dataset: Catalyst prediction with 721,799 reactions and 888 catalyst types from USPTO. Task: Predict which catalyst facilitates the given reaction. (1) Reactant: Cl[C:2]1[CH:14]=[CH:13][C:5]([C:6]([N:8]([CH2:11][CH3:12])[CH2:9][CH3:10])=[O:7])=[C:4]([C:15]([F:18])([F:17])[F:16])[CH:3]=1.C(=O)([O-])[O-].[K+].[K+].[CH2:25]([Zn]CC)[CH3:26]. Product: [CH2:9]([N:8]([CH2:11][CH3:12])[C:6](=[O:7])[C:5]1[CH:13]=[CH:14][C:2]([CH2:25][CH3:26])=[CH:3][C:4]=1[C:15]([F:18])([F:17])[F:16])[CH3:10]. The catalyst class is: 885. (2) Reactant: C1C[O:4][CH2:3]C1.C(N1C=CN=C1)(N1C=CN=C1)=O.[Cl:18][C:19]1[C:28]([NH2:29])=[C:27]([NH:30][C@H:31]([C:33]2[CH:38]=[CH:37][CH:36]=[CH:35][CH:34]=2)[CH3:32])[C:26]2[C:21](=[CH:22][CH:23]=[CH:24][CH:25]=2)[N:20]=1.O. Product: [Cl:18][C:19]1[C:28]2[N:29]=[C:3]([OH:4])[N:30]([C@H:31]([C:33]3[CH:38]=[CH:37][CH:36]=[CH:35][CH:34]=3)[CH3:32])[C:27]=2[C:26]2[CH:25]=[CH:24][CH:23]=[CH:22][C:21]=2[N:20]=1. The catalyst class is: 17. (3) Reactant: [N:1]1([C:23]([O:25][C:26]([CH3:29])([CH3:28])[CH3:27])=[O:24])[CH2:22][CH2:21][CH2:20][C@H:2]1[C:3]([N:5]1[CH2:19][CH2:18][CH2:17][C@@H:6]1[C:7]([O:9]CC1C=CC=CC=1)=[O:8])=[O:4]. Product: [N:1]1([C:23]([O:25][C:26]([CH3:29])([CH3:28])[CH3:27])=[O:24])[CH2:22][CH2:21][CH2:20][C@H:2]1[C:3]([N:5]1[CH2:19][CH2:18][CH2:17][C@@H:6]1[C:7]([OH:9])=[O:8])=[O:4]. The catalyst class is: 43. (4) Reactant: [CH2:1]([NH:5][C:6]1[N:14]=[C:13]2[C:9]([N:10]=[CH:11][NH:12]2)=[C:8]([NH2:15])[N:7]=1)[CH2:2][CH2:3][CH3:4].C([O-])([O-])=O.[K+].[K+].Br[CH2:23][C:24]1[CH:25]=[C:26]([CH:34]=[CH:35][CH:36]=1)[CH2:27][P:28]([CH3:33])(=[O:32])[O:29][CH2:30][CH3:31]. Product: [NH2:15][C:8]1[N:7]=[C:6]([NH:5][CH2:1][CH2:2][CH2:3][CH3:4])[N:14]=[C:13]2[C:9]=1[N:10]=[CH:11][N:12]2[CH2:23][C:24]1[CH:25]=[C:26]([CH2:27][P:28]([CH3:33])(=[O:32])[O:29][CH2:30][CH3:31])[CH:34]=[CH:35][CH:36]=1. The catalyst class is: 3. (5) Reactant: [C:1](#[N:8])[CH2:2][CH2:3][CH2:4][CH2:5][CH2:6][CH3:7].[C:9]([O:16]C)(=O)[CH2:10][CH2:11][CH2:12][CH2:13][CH3:14].C([N-]C(C)C)(C)C.[Li+].[NH4+].[Cl-]. Product: [O:16]=[C:9]([CH2:10][CH2:11][CH2:12][CH2:13][CH3:14])[CH:2]([CH2:3][CH2:4][CH2:5][CH2:6][CH3:7])[C:1]#[N:8]. The catalyst class is: 188. (6) Reactant: [F:1][C:2]1[CH:3]=[C:4]([N:9]2[CH2:13][C@H:12]([CH2:14][OH:15])[O:11][C:10]2=[O:16])[CH:5]=[CH:6][C:7]=1[I:8].C(N(CC)CC)C.[CH3:24][S:25](Cl)(=[O:27])=[O:26]. Product: [F:1][C:2]1[CH:3]=[C:4]([N:9]2[CH2:13][C@H:12]([CH2:14][O:15][S:25]([CH3:24])(=[O:27])=[O:26])[O:11][C:10]2=[O:16])[CH:5]=[CH:6][C:7]=1[I:8]. The catalyst class is: 2.